From a dataset of Forward reaction prediction with 1.9M reactions from USPTO patents (1976-2016). Predict the product of the given reaction. (1) Given the reactants C(O[C:6]([N:8]1[CH2:13][CH:12]=[C:11]([CH:14]([C:37]2[CH:42]=[CH:41][C:40]([F:43])=[CH:39][CH:38]=2)[C:15]([N:17]2[CH2:22][CH2:21][N:20]([CH2:23][CH2:24][CH2:25][CH2:26][C:27]3[C:36]4[C:31](=[CH:32][CH:33]=[CH:34][CH:35]=4)[CH:30]=[CH:29][CH:28]=3)[CH2:19][CH2:18]2)=[O:16])[CH2:10][CH2:9]1)=O)(C)(C)C.Cl.O1CCOCC1, predict the reaction product. The product is: [F:43][C:40]1[CH:39]=[CH:38][C:37]([CH:14]([C:11]2[CH2:12][CH2:13][N:8]([CH3:6])[CH2:9][CH:10]=2)[C:15]([N:17]2[CH2:18][CH2:19][N:20]([CH2:23][CH2:24][CH2:25][CH2:26][C:27]3[C:36]4[C:31](=[CH:32][CH:33]=[CH:34][CH:35]=4)[CH:30]=[CH:29][CH:28]=3)[CH2:21][CH2:22]2)=[O:16])=[CH:42][CH:41]=1. (2) Given the reactants [I:1][C:2]1[CH:3]=[CH:4][C:5]2[N:9]=[N:8][NH:7][C:6]=2[CH:10]=1.[H-].[Na+].Cl[CH2:14][O:15][CH2:16][CH2:17][Si:18]([CH3:21])([CH3:20])[CH3:19], predict the reaction product. The product is: [I:1][C:2]1[CH:3]=[CH:4][C:5]2[N:9]=[N:8][N:7]([CH2:14][O:15][CH2:16][CH2:17][Si:18]([CH3:21])([CH3:20])[CH3:19])[C:6]=2[CH:10]=1. (3) The product is: [OH:2][C:3]1[CH:4]=[CH:5][C:6]([N:9]2[C@@H:13]([C:14]3[CH:19]=[CH:18][CH:17]=[C:16]([C:20]([F:23])([F:22])[F:21])[CH:15]=3)[CH2:12][O:11][C:10]2=[O:24])=[CH:7][CH:8]=1. Given the reactants C[O:2][C:3]1[CH:8]=[CH:7][C:6]([N:9]2[C@@H:13]([C:14]3[CH:19]=[CH:18][CH:17]=[C:16]([C:20]([F:23])([F:22])[F:21])[CH:15]=3)[CH2:12][O:11][C:10]2=[O:24])=[CH:5][CH:4]=1.FC(F)(F)C1C=C([C@H]2COC(=O)N2)C=CC=1.IC1C=CC(OC)=CC=1.B(Br)(Br)Br, predict the reaction product. (4) Given the reactants C([O:8][C:9]1[CH:14]=[CH:13][C:12]([C:15]2[O:19][C:18]([O:20][CH3:21])=[N:17][C:16]=2[C:22]2[CH:27]=[CH:26][C:25]([O:28][CH3:29])=[CH:24][CH:23]=2)=[CH:11][CH:10]=1)C1C=CC=CC=1, predict the reaction product. The product is: [OH:8][C:9]1[CH:14]=[CH:13][C:12]([C:15]2[O:19][C:18]([O:20][CH3:21])=[N:17][C:16]=2[C:22]2[CH:27]=[CH:26][C:25]([O:28][CH3:29])=[CH:24][CH:23]=2)=[CH:11][CH:10]=1. (5) Given the reactants Cl.[Cl:2][C:3]1[CH:26]=[CH:25][C:6]([C:7]([N:9]([C@@H:11]2[CH2:16][CH2:15][NH:14][CH2:13][C@H:12]2[C:17]2[CH:22]=[CH:21][C:20]([Cl:23])=[C:19]([Cl:24])[CH:18]=2)[CH3:10])=[O:8])=[CH:5][CH:4]=1.[C:27]([N:30]1[CH2:35][CH2:34][CH:33]([C:36](O)=[O:37])[CH2:32][CH2:31]1)(=[O:29])[CH3:28].CCN=C=NCCCN(C)C.Cl.C1C=CC2N(O)N=NC=2C=1, predict the reaction product. The product is: [C:27]([N:30]1[CH2:31][CH2:32][CH:33]([C:36]([N:14]2[CH2:15][CH2:16][C@@H:11]([N:9]([CH3:10])[C:7](=[O:8])[C:6]3[CH:5]=[CH:4][C:3]([Cl:2])=[CH:26][CH:25]=3)[C@H:12]([C:17]3[CH:22]=[CH:21][C:20]([Cl:23])=[C:19]([Cl:24])[CH:18]=3)[CH2:13]2)=[O:37])[CH2:34][CH2:35]1)(=[O:29])[CH3:28]. (6) Given the reactants [Br:1][C:2]1[CH:3]=[CH:4][C:5]2[O:9][C:8]([C:15]3[C:16]([N+:21]([O-])=O)=[N:17][CH:18]=[CH:19][CH:20]=3)([C:10](OCC)=[O:11])[C:7](=[O:24])[C:6]=2[CH:25]=1, predict the reaction product. The product is: [Br:1][C:2]1[CH:3]=[CH:4][C:5]2[O:9][C:8]3([C:15]4[C:16](=[N:17][CH:18]=[CH:19][CH:20]=4)[NH:21][C:10]3=[O:11])[C:7](=[O:24])[C:6]=2[CH:25]=1. (7) Given the reactants [CH3:1][O:2][C:3]1[CH:4]=[C:5]([CH:49]=[CH:50][CH:51]=1)[CH2:6][N:7]([CH2:15][C@@H:16]([OH:48])[C@@H:17]([NH:27][C:28](=[O:47])[C:29]1[CH:34]=[C:33]([NH:35][C:36](=[O:43])[C:37]2[CH:42]=[CH:41][CH:40]=[CH:39][CH:38]=2)[CH:32]=[C:31]([C:44](=O)[CH3:45])[CH:30]=1)[CH2:18][C:19]1[CH:24]=[C:23]([F:25])[CH:22]=[C:21]([F:26])[CH:20]=1)[C:8](=[O:14])[O:9][C:10]([CH3:13])([CH3:12])[CH3:11].Cl.[OH:53][NH2:54], predict the reaction product. The product is: [CH3:1][O:2][C:3]1[CH:4]=[C:5]([CH:49]=[CH:50][CH:51]=1)[CH2:6][N:7]([CH2:15][C@@H:16]([OH:48])[C@@H:17]([NH:27][C:28](=[O:47])[C:29]1[CH:30]=[C:31](/[C:44](=[N:54]/[OH:53])/[CH3:45])[CH:32]=[C:33]([NH:35][C:36](=[O:43])[C:37]2[CH:42]=[CH:41][CH:40]=[CH:39][CH:38]=2)[CH:34]=1)[CH2:18][C:19]1[CH:20]=[C:21]([F:26])[CH:22]=[C:23]([F:25])[CH:24]=1)[C:8](=[O:14])[O:9][C:10]([CH3:12])([CH3:11])[CH3:13].